From a dataset of Peptide-MHC class I binding affinity with 185,985 pairs from IEDB/IMGT. Regression. Given a peptide amino acid sequence and an MHC pseudo amino acid sequence, predict their binding affinity value. This is MHC class I binding data. (1) The peptide sequence is SEAFLIGANY. The MHC is HLA-B45:01 with pseudo-sequence HLA-B45:01. The binding affinity (normalized) is 0.412. (2) The peptide sequence is KRRWRRRW. The MHC is Mamu-B08 with pseudo-sequence Mamu-B08. The binding affinity (normalized) is 0.379.